Dataset: Reaction yield outcomes from USPTO patents with 853,638 reactions. Task: Predict the reaction yield, written as a fraction of the theoretical maximum amount of product (1.0 means a 100% yield; for example, 0.34 means a 34% yield). (1) The reactants are [F:1][C:2]([F:41])([C:30]1[C:35]([F:36])=[CH:34][C:33]([C:37]([F:40])([F:39])[F:38])=[CH:32][N:31]=1)[CH2:3][N:4]1[CH2:9][CH2:8][CH:7]([NH:10][C:11]2[C:12]3[CH:19]=[CH:18][N:17](S(C4C=CC(C)=CC=4)(=O)=O)[C:13]=3[N:14]=[CH:15][N:16]=2)[CH2:6][CH2:5]1.[OH-].[Na+]. The catalyst is C1COCC1. The yield is 0.540. The product is [F:41][C:2]([F:1])([C:30]1[C:35]([F:36])=[CH:34][C:33]([C:37]([F:38])([F:39])[F:40])=[CH:32][N:31]=1)[CH2:3][N:4]1[CH2:5][CH2:6][CH:7]([NH:10][C:11]2[C:12]3[CH:19]=[CH:18][NH:17][C:13]=3[N:14]=[CH:15][N:16]=2)[CH2:8][CH2:9]1. (2) The reactants are [H-].[Al+3].[Li+].[H-].[H-].[H-].S(=O)(=O)(O)O.[C:12]([O:16][C:17]([N:19]1[CH2:36][CH2:35][N:22]2[C:23](=O)[C:24]3[C:29]([C@@H:21]2[CH2:20]1)=[CH:28][CH:27]=[CH:26][C:25]=3[C:30]([F:33])([F:32])[F:31])=[O:18])([CH3:15])([CH3:14])[CH3:13]. The catalyst is O1CCCC1. The product is [C:12]([O:16][C:17]([N:19]1[CH2:36][CH2:35][N:22]2[CH2:23][C:24]3[C:29]([C@@H:21]2[CH2:20]1)=[CH:28][CH:27]=[CH:26][C:25]=3[C:30]([F:31])([F:32])[F:33])=[O:18])([CH3:15])([CH3:13])[CH3:14]. The yield is 0.390. (3) The reactants are [F:1][C:2]([F:55])([F:54])[C:3]1[CH:4]=[C:5]([CH:47]=[C:48]([C:50]([F:53])([F:52])[F:51])[CH:49]=1)[C:6]([N:8]1[CH2:12][C@@:11]([CH2:20][CH2:21][N:22]2[CH2:27][CH2:26][C:25]3([C:35]4[C:30](=[CH:31][CH:32]=[CH:33][CH:34]=4)[CH2:29][C@@H:28]3[O:36][CH2:37][C:38]([N:40]([CH3:46])[CH2:41][CH2:42][CH2:43][NH:44][CH3:45])=[O:39])[CH2:24][CH2:23]2)([C:13]2[CH:18]=[CH:17][C:16]([F:19])=[CH:15][CH:14]=2)[O:10][CH2:9]1)=[O:7].[CH:56]([C:58]1[S:62][C:61]([C:63]([OH:65])=O)=[CH:60][CH:59]=1)=[O:57].Cl.C(N=C=NCCCN(C)C)C.C(=O)([O-])O.[Na+]. The catalyst is C(Cl)Cl. The product is [F:53][C:50]([F:51])([F:52])[C:48]1[CH:47]=[C:5]([CH:4]=[C:3]([C:2]([F:1])([F:55])[F:54])[CH:49]=1)[C:6]([N:8]1[CH2:12][C@@:11]([CH2:20][CH2:21][N:22]2[CH2:23][CH2:24][C:25]3([C:35]4[C:30](=[CH:31][CH:32]=[CH:33][CH:34]=4)[CH2:29][C@@H:28]3[O:36][CH2:37][C:38]([N:40]([CH3:46])[CH2:41][CH2:42][CH2:43][N:44]([CH3:45])[C:63]([C:61]3[S:62][C:58]([CH:56]=[O:57])=[CH:59][CH:60]=3)=[O:65])=[O:39])[CH2:26][CH2:27]2)([C:13]2[CH:14]=[CH:15][C:16]([F:19])=[CH:17][CH:18]=2)[O:10][CH2:9]1)=[O:7]. The yield is 0.610.